Dataset: Peptide-MHC class I binding affinity with 185,985 pairs from IEDB/IMGT. Task: Regression. Given a peptide amino acid sequence and an MHC pseudo amino acid sequence, predict their binding affinity value. This is MHC class I binding data. The MHC is HLA-B27:03 with pseudo-sequence HLA-B27:03. The peptide sequence is DPNFHQAVM. The binding affinity (normalized) is 0.0847.